Dataset: Reaction yield outcomes from USPTO patents with 853,638 reactions. Task: Predict the reaction yield, written as a fraction of the theoretical maximum amount of product (1.0 means a 100% yield; for example, 0.34 means a 34% yield). (1) The reactants are [CH3:1][O:2][C:3](=[O:14])[C:4]1[CH:9]=[C:8]([N+:10]([O-:12])=[O:11])[CH:7]=[C:6](I)[CH:5]=1.[B:15]1([B:15]2[O:19][C:18]([CH3:21])([CH3:20])[C:17]([CH3:23])([CH3:22])[O:16]2)[O:19][C:18]([CH3:21])([CH3:20])[C:17]([CH3:23])([CH3:22])[O:16]1.CC([O-])=O.[K+]. The catalyst is CS(C)=O. The product is [CH3:1][O:2][C:3](=[O:14])[C:4]1[CH:5]=[C:6]([B:15]2[O:19][C:18]([CH3:21])([CH3:20])[C:17]([CH3:23])([CH3:22])[O:16]2)[CH:7]=[C:8]([N+:10]([O-:12])=[O:11])[CH:9]=1. The yield is 0.670. (2) The reactants are [Br:1][C:2]1[CH:10]=[C:9]([F:11])[C:5]2[NH:6][CH:7]=[N:8][C:4]=2[CH:3]=1.[O:12]1[CH:17]=[CH:16][CH2:15][CH2:14][CH2:13]1.CC1C=CC(S(O)(=O)=O)=CC=1.O. The catalyst is C1COCC1. The product is [Br:1][C:2]1[CH:10]=[C:9]([F:11])[C:5]2[N:6]([CH:13]3[CH2:14][CH2:15][CH2:16][CH2:17][O:12]3)[CH:7]=[N:8][C:4]=2[CH:3]=1. The yield is 0.640. (3) The catalyst is O1CCOCC1.Cl[Pd](Cl)([P](C1C=CC=CC=1)(C1C=CC=CC=1)C1C=CC=CC=1)[P](C1C=CC=CC=1)(C1C=CC=CC=1)C1C=CC=CC=1.[Cu]I. The product is [N:17]1[CH:18]=[CH:19][C:14]([N:13]2[C:9]([C:6]3[CH:5]=[CH:4][C:3]([C:1]#[C:2][C:21]4[CH:30]=[CH:29][C:28]5[C:23](=[CH:24][CH:25]=[CH:26][CH:27]=5)[N:22]=4)=[CH:8][CH:7]=3)=[CH:10][CH:11]=[N:12]2)=[CH:15][CH:16]=1. The reactants are [C:1]([C:3]1[CH:8]=[CH:7][C:6]([C:9]2[N:13]([C:14]3[CH:19]=[CH:18][N:17]=[CH:16][CH:15]=3)[N:12]=[CH:11][CH:10]=2)=[CH:5][CH:4]=1)#[CH:2].Br[C:21]1[CH:30]=[CH:29][C:28]2[C:23](=[CH:24][CH:25]=[CH:26][CH:27]=2)[N:22]=1.O. The yield is 0.780. (4) The reactants are [C:1]([O:4][CH2:5][C@@H:6]1[C@@H:11]([O:12][C:13](=[O:15])[CH3:14])[C@H:10]([O:16][C:17](=[O:19])[CH3:18])[C@H:9]([O:20][C:21](=[O:23])[CH3:22])[C@@H:8]([C:24]2[CH:29]=[CH:28][CH:27]=[C:26]([O:30][Si](C(C)(C)C)(C)C)[CH:25]=2)[O:7]1)(=[O:3])[CH3:2].C(O)(=O)C.CCCC[N+](CCCC)(CCCC)CCCC.[F-]. The catalyst is C1COCC1.CCOC(C)=O. The product is [C:13]([O:12][C@H:11]1[C@H:10]([O:16][C:17](=[O:19])[CH3:18])[C@H:9]([O:20][C:21](=[O:23])[CH3:22])[C@@H:8]([C:24]2[CH:29]=[CH:28][CH:27]=[C:26]([OH:30])[CH:25]=2)[O:7][C@@H:6]1[CH2:5][O:4][C:1](=[O:3])[CH3:2])(=[O:15])[CH3:14]. The yield is 0.483. (5) The reactants are [Br:1][C:2]1[C:3]([C:7]2[CH:12]=[CH:11][C:10]([NH:13][C:14]([NH:16][C:17]3[CH:22]=[CH:21][CH:20]=[CH:19][CH:18]=3)=[O:15])=[CH:9][CH:8]=2)=[N:4][NH:5][CH:6]=1.[CH3:23][C:24](C)([O-:26])[CH3:25].[K+].O1CC[CH2:31][CH2:30]1.O1CCCC1Br. The catalyst is CN(C)C=O. The product is [Br:1][C:2]1[C:3]([C:7]2[CH:12]=[CH:11][C:10]([NH:13][C:14]([NH:16][C:17]3[CH:18]=[CH:19][CH:20]=[CH:21][CH:22]=3)=[O:15])=[CH:9][CH:8]=2)=[N:4][N:5]([CH2:23][CH:24]2[CH2:25][CH2:31][CH2:30][O:26]2)[CH:6]=1. The yield is 0.530. (6) The reactants are Br[C:2]([CH3:9])([CH3:8])[C:3]([O:5][CH2:6][CH3:7])=[O:4].C(N(C(C)C)CC)(C)C.[CH:19]1([C:22]2[C:31]3[C:26](=[CH:27][CH:28]=[CH:29][CH:30]=3)[C:25]([N:32]3[C:36]([C:37]([F:40])([F:39])[F:38])=[N:35][N:34]=[C:33]3[SH:41])=[CH:24][CH:23]=2)[CH2:21][CH2:20]1. The catalyst is CN(C=O)C. The product is [CH:19]1([C:22]2[C:31]3[C:26](=[CH:27][CH:28]=[CH:29][CH:30]=3)[C:25]([N:32]3[C:36]([C:37]([F:38])([F:40])[F:39])=[N:35][N:34]=[C:33]3[S:41][C:2]([CH3:9])([CH3:8])[C:3]([O:5][CH2:6][CH3:7])=[O:4])=[CH:24][CH:23]=2)[CH2:20][CH2:21]1. The yield is 0.370. (7) The reactants are [NH:1]1[C:9]2[C:4](=[CH:5][CH:6]=[CH:7][CH:8]=2)[C:3]([CH2:10][C@H:11]([NH2:13])[CH3:12])=[CH:2]1.[F:14][C:15]1[CH:22]=[C:21]([I:23])[CH:20]=[C:19]([F:24])[C:16]=1[CH:17]=O.C(O)(C(F)(F)F)=O. The catalyst is C(#N)C. The product is [F:14][C:15]1[CH:22]=[C:21]([I:23])[CH:20]=[C:19]([F:24])[C:16]=1[C@@H:17]1[C:2]2[NH:1][C:9]3[C:4]([C:3]=2[CH2:10][C@@H:11]([CH3:12])[NH:13]1)=[CH:5][CH:6]=[CH:7][CH:8]=3. The yield is 0.290. (8) The reactants are [CH:1]1([NH2:7])[CH2:6][CH2:5][CH2:4][CH2:3][CH2:2]1.C([O:10][C:11]([C:13]1[C:14](=[O:25])[N:15]([CH3:24])[C:16]2[C:21]([C:22]=1[OH:23])=[CH:20][CH:19]=[CH:18][CH:17]=2)=O)C. The product is [CH:1]1([NH:7][C:11]([C:13]2[C:14](=[O:25])[N:15]([CH3:24])[C:16]3[C:21]([C:22]=2[OH:23])=[CH:20][CH:19]=[CH:18][CH:17]=3)=[O:10])[CH2:6][CH2:5][CH2:4][CH2:3][CH2:2]1. The catalyst is C1(C)C=CC=CC=1.O. The yield is 0.700. (9) The reactants are [Br:1][C:2]1[CH:25]=[CH:24][C:5]2[N:6]([C:20]([CH3:23])([CH3:22])[CH3:21])[C:7]([C:9]3[CH:14]=[CH:13][CH:12]=[CH:11][C:10]=3[C:15]3[N:19]=[CH:18][NH:17][N:16]=3)=[N:8][C:4]=2[CH:3]=1.[C:26]([O-])([O-])=O.[K+].[K+].CI. The catalyst is CN(C=O)C.CCOC(C)=O. The product is [Br:1][C:2]1[CH:25]=[CH:24][C:5]2[N:6]([C:20]([CH3:22])([CH3:21])[CH3:23])[C:7]([C:9]3[CH:14]=[CH:13][CH:12]=[CH:11][C:10]=3[C:15]3[N:19]=[CH:18][N:17]([CH3:26])[N:16]=3)=[N:8][C:4]=2[CH:3]=1. The yield is 0.360.